Dataset: Full USPTO retrosynthesis dataset with 1.9M reactions from patents (1976-2016). Task: Predict the reactants needed to synthesize the given product. (1) The reactants are: [CH3:1][O:2][C:3]1[CH:4]=[CH:5][C:6]([C:14]([C:16]2[CH:25]=[CH:24][C:23]3[C:18](=[CH:19][CH:20]=[C:21]([O:26][CH3:27])[CH:22]=3)[CH:17]=2)=O)=[C:7]([O:9][N:10]=C(C)C)[CH:8]=1.Cl.CCO. Given the product [CH3:1][O:2][C:3]1[CH:4]=[CH:5][C:6]2[C:14]([C:16]3[CH:25]=[CH:24][C:23]4[C:18](=[CH:19][CH:20]=[C:21]([O:26][CH3:27])[CH:22]=4)[CH:17]=3)=[N:10][O:9][C:7]=2[CH:8]=1, predict the reactants needed to synthesize it. (2) Given the product [CH3:12][C:13]([NH:2][C:1](=[O:20])[C:3]1[CH:8]=[CH:7][C:6]([OH:9])=[C:5]([O:10][CH3:11])[CH:4]=1)([CH3:14])[CH:15]([CH3:17])[CH3:16], predict the reactants needed to synthesize it. The reactants are: [C:1]([C:3]1[CH:8]=[CH:7][C:6]([OH:9])=[C:5]([O:10][CH3:11])[CH:4]=1)#[N:2].[CH3:12][C:13](O)([CH:15]([CH3:17])[CH3:16])[CH3:14].S(=O)(=O)(O)[OH:20].Cl. (3) Given the product [F:1][CH:2]([C:19]1[CH:24]=[CH:23][CH:22]=[CH:21][C:20]=1[F:25])[CH2:3][O:4][C@H:5]1[CH2:10][CH2:9][C@H:8]([NH2:11])[CH2:7][CH2:6]1, predict the reactants needed to synthesize it. The reactants are: [F:1][CH:2]([C:19]1[CH:24]=[CH:23][CH:22]=[CH:21][C:20]=1[F:25])[CH2:3][O:4][C@H:5]1[CH2:10][CH2:9][C@H:8]([NH:11]C(=O)OC(C)(C)C)[CH2:7][CH2:6]1.Cl. (4) Given the product [C:2](=[N:4][O:5][C:7]1[N:9]=[C:10]([O:5][N:4]=[C:2]([CH3:3])[CH3:1])[N:12]=[C:13]([O:5][N:4]=[C:2]([CH3:3])[CH3:1])[N:6]=1)([CH3:3])[CH3:1], predict the reactants needed to synthesize it. The reactants are: [CH3:1][C:2](=[N:4][OH:5])[CH3:3].[N:6]1[C:13](Cl)=[N:12][C:10](Cl)=[N:9][C:7]=1Cl. (5) Given the product [Br:1][C:2]1[C:3]([NH:10][CH2:11][CH:12]([NH:15][C:16](=[O:25])[O:17][CH2:18][C:19]2[CH:24]=[CH:23][CH:22]=[CH:21][CH:20]=2)[CH2:13][CH3:14])=[N:4][C:5]([Cl:8])=[N:6][CH:7]=1, predict the reactants needed to synthesize it. The reactants are: [Br:1][C:2]1[C:3](Cl)=[N:4][C:5]([Cl:8])=[N:6][CH:7]=1.[NH2:10][CH2:11][CH:12]([NH:15][C:16](=[O:25])[O:17][CH2:18][C:19]1[CH:24]=[CH:23][CH:22]=[CH:21][CH:20]=1)[CH2:13][CH3:14].BrC1C(NCCNC(=O)OC(C)(C)C)=NC(Cl)=NC=1.